From a dataset of Forward reaction prediction with 1.9M reactions from USPTO patents (1976-2016). Predict the product of the given reaction. The product is: [C:37]([OH:38])(=[O:36])[CH3:40].[C:37]([OH:38])(=[O:36])[CH3:40].[C:37]([OH:38])(=[O:36])[CH3:40].[CH:1]1([NH:7][C:8]([NH:10][C:11]2[CH:16]=[CH:15][CH:14]=[C:13]([CH2:17][O:18][CH2:19][CH2:20][O:21][CH2:22][CH2:23][CH2:24][CH2:25][CH2:26][CH2:27][NH:28][CH2:29][C@H:30]([OH:31])[C:32]3[CH:43]=[CH:42][C:35]([OH:36])=[C:34]([CH2:39][OH:38])[CH:33]=3)[CH:12]=2)=[O:9])[CH2:2][CH2:3][CH2:4][CH2:5][CH2:6]1. Given the reactants [CH:1]1([NH:7][C:8]([NH:10][C:11]2[CH:16]=[CH:15][CH:14]=[C:13]([CH2:17][O:18][CH2:19][CH2:20][O:21][CH2:22][CH2:23][CH2:24][CH2:25][CH2:26][CH2:27][NH:28][CH2:29][C@@H:30]([C:32]3[CH:43]=[CH:42][C:35]4[O:36][C:37](C)([CH3:40])[O:38][CH2:39][C:34]=4[CH:33]=3)[OH:31])[CH:12]=2)=[O:9])[CH2:6][CH2:5][CH2:4][CH2:3][CH2:2]1, predict the reaction product.